From a dataset of Catalyst prediction with 721,799 reactions and 888 catalyst types from USPTO. Predict which catalyst facilitates the given reaction. (1) Reactant: Cl.[F:2][C:3]([F:35])([F:34])[C:4]1[CH:5]=[C:6]([C:10]2[CH:15]=[CH:14][C:13]([C@H:16]3[CH2:18][C@@H:17]3[NH:19][C@@H:20]3[CH2:25][CH2:24][C@H:23]([NH:26]C(=O)OC(C)(C)C)[CH2:22][CH2:21]3)=[CH:12][CH:11]=2)[CH:7]=[CH:8][CH:9]=1. Product: [F:2][C:3]([F:34])([F:35])[C:4]1[CH:5]=[C:6]([C:10]2[CH:11]=[CH:12][C:13]([C@H:16]3[CH2:18][C@@H:17]3[NH:19][C@H:20]3[CH2:21][CH2:22][C@@H:23]([NH2:26])[CH2:24][CH2:25]3)=[CH:14][CH:15]=2)[CH:7]=[CH:8][CH:9]=1. The catalyst class is: 12. (2) Reactant: [CH3:1][C:2]1[CH:3]=[CH:4][C:5]([NH2:8])=[N:6][CH:7]=1.[OH:9][CH:10]([CH:14]([CH3:16])[CH3:15])[C:11](O)=[O:12].CN(C(ON1N=NC2C=CC=NC1=2)=[N+](C)C)C.F[P-](F)(F)(F)(F)F.C(N(C(C)C)C(C)C)C. Product: [OH:9][CH:10]([CH:14]([CH3:16])[CH3:15])[C:11]([NH:8][C:5]1[CH:4]=[CH:3][C:2]([CH3:1])=[CH:7][N:6]=1)=[O:12]. The catalyst class is: 2. (3) Reactant: [NH2:1][C:2]1[NH:3][C:4](=[S:16])[C:5]([C:14]#[N:15])=[C:6]([C:8]2[CH:13]=[CH:12][CH:11]=[CH:10][CH:9]=2)[N:7]=1.[CH2:17](Br)[CH2:18][CH2:19][CH3:20].CC[O-].[Na+]. Product: [NH2:1][C:2]1[N:3]=[C:4]([S:16][CH2:17][CH2:18][CH2:19][CH3:20])[C:5]([C:14]#[N:15])=[C:6]([C:8]2[CH:13]=[CH:12][CH:11]=[CH:10][CH:9]=2)[N:7]=1. The catalyst class is: 8. (4) Reactant: [S:1]1[C:5]([C:6]([OH:8])=O)=[CH:4][N:3]=[CH:2]1.CCN=C=NCCCN(C)C.Cl.C1C=CC2N(O)N=NC=2C=1.CCN(C(C)C)C(C)C.[NH2:40][C@H:41]([C:51]1[NH:52][C:53]([I:56])=[CH:54][N:55]=1)[CH2:42][CH2:43][CH2:44][CH2:45][CH2:46][C:47]([NH:49][CH3:50])=[O:48]. Product: [I:56][C:53]1[NH:52][C:51]([C@@H:41]([NH:40][C:6]([C:5]2[S:1][CH:2]=[N:3][CH:4]=2)=[O:8])[CH2:42][CH2:43][CH2:44][CH2:45][CH2:46][C:47]([NH:49][CH3:50])=[O:48])=[N:55][CH:54]=1. The catalyst class is: 3. (5) Reactant: [NH2:1][CH2:2][C@@H:3]1[O:9][CH2:8][CH2:7][N:6](C(OC(C)(C)C)=O)[CH2:5][C@H:4]1[C:17]1[CH:22]=[CH:21][C:20]([Cl:23])=[C:19]([Cl:24])[CH:18]=1.C(N(CC)CC)C.C([O:35][CH2:36][C:37](Cl)=[O:38])(=O)C.O. Product: [ClH:23].[Cl:24][C:19]1[CH:18]=[C:17]([C@H:4]2[C@H:3]([CH2:2][NH:1][C:36](=[O:35])[CH2:37][OH:38])[O:9][CH2:8][CH2:7][NH:6][CH2:5]2)[CH:22]=[CH:21][C:20]=1[Cl:23]. The catalyst class is: 1. (6) Reactant: [CH2:1]([N:8]1[C:16]2[C:15](=[O:17])[N:14]([CH2:18][C:19](=[O:26])[C:20]3[CH:25]=[CH:24][CH:23]=[CH:22][CH:21]=3)[C:13](=[O:27])[N:12]([CH3:28])[C:11]=2[N:10]=[C:9]1Br)[C:2]1[CH:7]=[CH:6][CH:5]=[CH:4][CH:3]=1.[NH:30]1[CH2:36][CH2:35][CH2:34][CH2:33][CH:32]([NH2:37])[CH2:31]1.C(N(CC)CC)C.O. Product: [NH2:37][CH:32]1[CH2:33][CH2:34][CH2:35][CH2:36][N:30]([C:9]2[N:8]([CH2:1][C:2]3[CH:3]=[CH:4][CH:5]=[CH:6][CH:7]=3)[C:16]3[C:15](=[O:17])[N:14]([CH2:18][C:19](=[O:26])[C:20]4[CH:21]=[CH:22][CH:23]=[CH:24][CH:25]=4)[C:13](=[O:27])[N:12]([CH3:28])[C:11]=3[N:10]=2)[CH2:31]1. The catalyst class is: 633.